From a dataset of Reaction yield outcomes from USPTO patents with 853,638 reactions. Predict the reaction yield, written as a fraction of the theoretical maximum amount of product (1.0 means a 100% yield; for example, 0.34 means a 34% yield). (1) The reactants are [Br:1][C:2]1[CH:3]=[CH:4][C:5]2[C:6]3[N:14]=[C:13]([Cl:15])[N:12]=[C:11](Cl)[C:7]=3[NH:8][C:9]=2[CH:10]=1.[NH:17]1[CH2:22][CH2:21][NH:20][CH2:19][CH2:18]1. The catalyst is C1(C)C=CC=CC=1. The product is [Br:1][C:2]1[CH:3]=[CH:4][C:5]2[C:6]3[N:14]=[C:13]([Cl:15])[N:12]=[C:11]([N:17]4[CH2:22][CH2:21][NH:20][CH2:19][CH2:18]4)[C:7]=3[NH:8][C:9]=2[CH:10]=1. The yield is 0.870. (2) The reactants are [CH3:1][O:2][C:3]1[CH:4]=[C:5]([C:11]2[S:15][C:14]3=[N:16][C:17]([CH3:20])=[C:18](I)[N:13]3[N:12]=2)[CH:6]=[CH:7][C:8]=1[O:9][CH3:10].[F:21][C:22]1[CH:23]=[C:24](B(O)O)[CH:25]=[CH:26][C:27]=1[S:28]([CH3:31])(=[O:30])=[O:29].C(=O)([O-])[O-].[K+].[K+].O. The catalyst is O1CCOCC1.Cl[Pd](Cl)([P](C1C=CC=CC=1)(C1C=CC=CC=1)C1C=CC=CC=1)[P](C1C=CC=CC=1)(C1C=CC=CC=1)C1C=CC=CC=1. The product is [CH3:1][O:2][C:3]1[CH:4]=[C:5]([C:11]2[S:15][C:14]3=[N:16][C:17]([CH3:20])=[C:18]([C:24]4[CH:25]=[CH:26][C:27]([S:28]([CH3:31])(=[O:29])=[O:30])=[C:22]([F:21])[CH:23]=4)[N:13]3[N:12]=2)[CH:6]=[CH:7][C:8]=1[O:9][CH3:10]. The yield is 0.250. (3) The reactants are [CH3:1][O:2][C:3](=[O:26])[C@@H:4]([O:23][CH2:24][CH3:25])[C@@H:5]([C:7]1[CH:12]=[CH:11][C:10]([O:13]CC2C=CC=CC=2)=[CH:9][C:8]=1[O:21][CH3:22])O.O.O.C(O)(=O)C(O)=O. The catalyst is C(O)(C)C.[Pd]. The product is [CH3:1][O:2][C:3](=[O:26])[C@@H:4]([O:23][CH2:24][CH3:25])[CH2:5][C:7]1[CH:12]=[CH:11][C:10]([OH:13])=[CH:9][C:8]=1[O:21][CH3:22]. The yield is 0.850. (4) The reactants are [CH3:1][NH:2][CH3:3].Cl[C:5]1[N:14]=[C:13]([NH:15][CH2:16][C:17]2[CH:22]=[CH:21][C:20]([NH:23][C:24]([CH:26]3[CH2:31][CH2:30][N:29]([CH2:32][C:33]4[CH:38]=[CH:37][C:36]([F:39])=[CH:35][CH:34]=4)[CH2:28][CH2:27]3)=[O:25])=[CH:19][CH:18]=2)[C:12]2[C:7](=[CH:8][CH:9]=[C:10]([C:40]([F:43])([F:42])[F:41])[CH:11]=2)[N:6]=1. No catalyst specified. The product is [CH3:1][N:2]([CH3:3])[C:5]1[N:14]=[C:13]([NH:15][CH2:16][C:17]2[CH:22]=[CH:21][C:20]([NH:23][C:24]([CH:26]3[CH2:27][CH2:28][N:29]([CH2:32][C:33]4[CH:34]=[CH:35][C:36]([F:39])=[CH:37][CH:38]=4)[CH2:30][CH2:31]3)=[O:25])=[CH:19][CH:18]=2)[C:12]2[C:7](=[CH:8][CH:9]=[C:10]([C:40]([F:41])([F:42])[F:43])[CH:11]=2)[N:6]=1. The yield is 0.680. (5) The reactants are [Cl:1][C:2]1[CH:3]=[CH:4][C:5]([CH2:9][OH:10])=[C:6]([OH:8])[CH:7]=1.[OH-].[Na+].Br[CH2:14][C:15]1[CH:20]=[CH:19][C:18]([F:21])=[CH:17][CH:16]=1.O. The catalyst is C(O)C. The product is [Cl:1][C:2]1[CH:3]=[CH:4][C:5]([CH2:9][OH:10])=[C:6]([O:8][CH2:14][C:15]2[CH:20]=[CH:19][C:18]([F:21])=[CH:17][CH:16]=2)[CH:7]=1. The yield is 0.570. (6) The reactants are [I:1][C:2]1[CH:7]=[CH:6][C:5]([N:8]2[CH2:13][CH2:12][NH:11][CH2:10][CH2:9]2)=[CH:4][CH:3]=1.C([O-])([O-])=O.[K+].[K+].I[CH2:21][CH3:22]. The catalyst is CC(C)=O. The product is [CH2:21]([N:11]1[CH2:12][CH2:13][N:8]([C:5]2[CH:4]=[CH:3][C:2]([I:1])=[CH:7][CH:6]=2)[CH2:9][CH2:10]1)[CH3:22]. The yield is 0.850.